Dataset: Reaction yield outcomes from USPTO patents with 853,638 reactions. Task: Predict the reaction yield, written as a fraction of the theoretical maximum amount of product (1.0 means a 100% yield; for example, 0.34 means a 34% yield). (1) The reactants are [CH3:1][S:2](Cl)(=[O:4])=[O:3].[Cl:6][C:7]1[CH:12]=[CH:11][C:10]([CH:13]([NH:18][C:19](=[O:25])[O:20][C:21]([CH3:24])([CH3:23])[CH3:22])[CH2:14][CH2:15][CH2:16][OH:17])=[CH:9][CH:8]=1.C(N(CC)CC)C. The catalyst is C(Cl)Cl. The product is [CH3:1][S:2]([O:17][CH2:16][CH2:15][CH2:14][CH:13]([NH:18][C:19]([O:20][C:21]([CH3:22])([CH3:24])[CH3:23])=[O:25])[C:10]1[CH:11]=[CH:12][C:7]([Cl:6])=[CH:8][CH:9]=1)(=[O:4])=[O:3]. The yield is 1.00. (2) The reactants are [OH:1][C:2]1[C:3]([CH:11]=O)=[CH:4][C:5]2[O:9][CH2:8][O:7][C:6]=2[CH:10]=1.C(NCCCC)CCC.C1(=O)OC(=O)C2=CC=CC=C12.[N+:33]([CH:36](O)[CH3:37])([O-:35])=[O:34]. The catalyst is C(Cl)Cl. The product is [CH2:8]1[O:7][C:6]2[CH:10]=[C:2]3[C:3]([CH:11]=[C:36]([N+:33]([O-:35])=[O:34])[CH2:37][O:1]3)=[CH:4][C:5]=2[O:9]1. The yield is 0.610. (3) The reactants are Br[C:2]1[CH:3]=[CH:4][C:5]([N:8]2[CH2:13][CH2:12][N:11]([CH:14]=[O:15])[CH2:10][CH2:9]2)=[N:6][CH:7]=1.[F:16][C:17]1[CH:22]=[CH:21][C:20](B(O)O)=[CH:19][CH:18]=1.CCO.C([O-])([O-])=O.[Na+].[Na+]. The catalyst is C1(C)C=CC=CC=1.Cl[Pd]Cl.C1(P(C2C=CC=CC=2)[C-]2C=CC=C2)C=CC=CC=1.[C-]1(P(C2C=CC=CC=2)C2C=CC=CC=2)C=CC=C1.[Fe+2]. The product is [F:16][C:17]1[CH:22]=[CH:21][C:20]([C:2]2[CH:3]=[CH:4][C:5]([N:8]3[CH2:13][CH2:12][N:11]([CH:14]=[O:15])[CH2:10][CH2:9]3)=[N:6][CH:7]=2)=[CH:19][CH:18]=1. The yield is 0.940. (4) The reactants are C([N:4]1[C:12]2[C:7](=[CH:8][CH:9]=[C:10]([C:13]#[N:14])[CH:11]=2)[CH2:6][CH2:5]1)(=O)C.[OH-].[Na+].CO. The catalyst is O1CCOCC1. The product is [C:13]([C:10]1[CH:11]=[C:12]2[C:7]([CH2:6][CH2:5][NH:4]2)=[CH:8][CH:9]=1)#[N:14]. The yield is 0.510. (5) The reactants are [I:1][CH2:2][CH2:3][C:4]([F:7])([F:6])[F:5].[C:8]1([P:14]([C:21]2[CH:26]=[CH:25][CH:24]=[CH:23][CH:22]=2)[C:15]2[CH:20]=[CH:19][CH:18]=[CH:17][CH:16]=2)[CH:13]=[CH:12][CH:11]=[CH:10][CH:9]=1. The catalyst is C1(C)C=CC=CC=1. The product is [I-:1].[F:5][C:4]([F:7])([F:6])[CH2:3][CH2:2][P+:14]([C:15]1[CH:16]=[CH:17][CH:18]=[CH:19][CH:20]=1)([C:21]1[CH:26]=[CH:25][CH:24]=[CH:23][CH:22]=1)[C:8]1[CH:9]=[CH:10][CH:11]=[CH:12][CH:13]=1. The yield is 0.800.